Task: Predict the product of the given reaction.. Dataset: Forward reaction prediction with 1.9M reactions from USPTO patents (1976-2016) (1) The product is: [CH3:1][O:2][CH2:3][CH2:4][C:5]1[CH:6]=[C:7]([CH2:15][OH:16])[C:8]2[C:13]([CH:14]=1)=[CH:12][CH:11]=[CH:10][CH:9]=2. Given the reactants [CH3:1][O:2][CH2:3][CH2:4][C:5]1[CH:6]=[C:7]([C:15](OC)=[O:16])[C:8]2[C:13]([CH:14]=1)=[CH:12][CH:11]=[CH:10][CH:9]=2.CC(C[AlH]CC(C)C)C, predict the reaction product. (2) Given the reactants [NH2:1][C:2]1[CH:7]=[CH:6][C:5]([N:8]2[CH:12]=[C:11]([CH2:13][NH:14][C:15]([C:17]3[S:18][C:19]([Cl:22])=[CH:20][CH:21]=3)=[O:16])[C:10]([O:23][CH3:24])=[N:9]2)=[CH:4][CH:3]=1.Cl[CH2:26][CH2:27][O:28][CH2:29][C:30](Cl)=[O:31].CCN(C(C)C)C(C)C.C(=O)([O-])[O-].[Cs+].[Cs+], predict the reaction product. The product is: [CH3:24][O:23][C:10]1[C:11]([CH2:13][NH:14][C:15]([C:17]2[S:18][C:19]([Cl:22])=[CH:20][CH:21]=2)=[O:16])=[CH:12][N:8]([C:5]2[CH:4]=[CH:3][C:2]([N:1]3[CH2:26][CH2:27][O:28][CH2:29][C:30]3=[O:31])=[CH:7][CH:6]=2)[N:9]=1. (3) Given the reactants [H-].[Na+].CN(C)C=O.[NH:8]1[CH:12]=[CH:11][N:10]=[C:9]1[CH:13]=[O:14].[CH3:15][Si:16]([CH3:23])([CH3:22])[CH2:17][CH2:18][O:19][CH2:20]Cl, predict the reaction product. The product is: [CH3:15][Si:16]([CH3:23])([CH3:22])[CH2:17][CH2:18][O:19][CH2:20][N:8]1[CH:12]=[CH:11][N:10]=[C:9]1[CH:13]=[O:14]. (4) Given the reactants [OH-].[Na+].[CH3:3][O:4][C:5]([C:7]1[S:11][CH:10]=[N:9][C:8]=1[S:12]CCC(OC)=O)=[O:6], predict the reaction product. The product is: [CH3:3][O:4][C:5]([C:7]1[S:11][CH:10]=[N:9][C:8]=1[SH:12])=[O:6]. (5) The product is: [N+:15]([C:5]1[CH:4]=[CH:3][C:2]([C:18]#[N:19])=[N:7][C:6]=1[O:8][CH:9]1[CH2:14][CH2:13][O:12][CH2:11][CH2:10]1)([O-:17])=[O:16]. Given the reactants Cl[C:2]1[N:7]=[C:6]([O:8][CH:9]2[CH2:14][CH2:13][O:12][CH2:11][CH2:10]2)[C:5]([N+:15]([O-:17])=[O:16])=[CH:4][CH:3]=1.[CH3:18][N:19](C=O)C, predict the reaction product.